This data is from Forward reaction prediction with 1.9M reactions from USPTO patents (1976-2016). The task is: Predict the product of the given reaction. (1) Given the reactants [CH3:1][CH:2]1[C:7](=O)[CH2:6][CH2:5][CH2:4][C:3]1=[O:9].[Cl:10][C:11]1[CH:12]=[C:13]([CH:15]=[CH:16][CH:17]=1)[NH2:14], predict the reaction product. The product is: [Cl:10][C:11]1[CH:12]=[C:13]([NH:14][C:7]2[CH2:6][CH2:5][CH2:4][C:3](=[O:9])[C:2]=2[CH3:1])[CH:15]=[CH:16][CH:17]=1. (2) Given the reactants [NH2:1][C:2]1[CH:3]=[C:4]([C:8]2[C:13]([C:14]([O-:16])=[O:15])=[C:12]([NH:17][C:18](=[O:25])[C:19]3[CH:24]=[CH:23][CH:22]=[CH:21][CH:20]=3)[N:11]=[C:10]([C:26]3[CH:31]=[CH:30][CH:29]=[CH:28][C:27]=3[O:32][CH2:33][C:34]3[CH:39]=[CH:38][CH:37]=[CH:36][CH:35]=3)[CH:9]=2)[CH:5]=[CH:6][CH:7]=1.[C:40]([NH:50][CH2:51][CH2:52][C:53]([OH:55])=O)([O:42][CH2:43][C:44]1[CH:49]=[CH:48][CH:47]=[CH:46][CH:45]=1)=[O:41].C1C=C[C:59]2N(O)N=N[C:60]=2[CH:61]=1.[CH3:66]N(C=O)C, predict the reaction product. The product is: [C:18]([NH:17][C:12]1[N:11]=[C:10]([C:26]2[CH:31]=[CH:30][CH:29]=[CH:28][C:27]=2[O:32][CH2:33][C:34]2[CH:39]=[CH:38][CH:37]=[CH:36][CH:35]=2)[CH:9]=[C:8]([C:4]2[CH:5]=[CH:6][CH:7]=[C:2]([NH:1][C:53](=[O:55])[CH2:52][CH2:51][NH:50][C:40]([O:42][CH2:43][C:44]3[CH:45]=[CH:46][CH:47]=[CH:48][CH:49]=3)=[O:41])[CH:3]=2)[C:13]=1[C:14]([O:16][C:60]([CH3:59])([CH3:61])[CH3:66])=[O:15])(=[O:25])[C:19]1[CH:24]=[CH:23][CH:22]=[CH:21][CH:20]=1. (3) Given the reactants [Cl:1][C:2]1[C:3]2[N:10]([CH2:11][CH2:12][NH:13]C(=O)OC(C)(C)C)[CH:9]=[CH:8][C:4]=2[N:5]=[CH:6][N:7]=1.[S:21]1[C:25]2[CH:26]=[CH:27][CH:28]=[C:29]([O:30][C:31]3[CH:37]=[CH:36][C:34]([NH2:35])=[CH:33][C:32]=3[CH3:38])[C:24]=2[CH:23]=[N:22]1.C(=O)([O-])O.[Na+], predict the reaction product. The product is: [ClH:1].[ClH:1].[NH2:13][CH2:12][CH2:11][N:10]1[C:3]2[C:2]([NH:35][C:34]3[CH:36]=[CH:37][C:31]([O:30][C:29]4[C:24]5[CH:23]=[N:22][S:21][C:25]=5[CH:26]=[CH:27][CH:28]=4)=[C:32]([CH3:38])[CH:33]=3)=[N:7][CH:6]=[N:5][C:4]=2[CH:8]=[CH:9]1. (4) Given the reactants N[C@H](C(O)=O)[C@H](CC)C.[NH2:10][C@H:11]([C:20]([OH:22])=[O:21])[CH2:12][C:13]1[CH:18]=CC(O)=C[CH:14]=1.N[C@H](C(O)=O)CC1C=CC=CC=1.N[C@H](C(O)=O)CC1C2C(=CC=CC=2)NC=1, predict the reaction product. The product is: [NH2:10][C@H:11]([C:20]([OH:22])=[O:21])[CH2:12][CH:13]([CH3:18])[CH3:14].